From a dataset of Acute oral toxicity (LD50) regression data from Zhu et al.. Regression/Classification. Given a drug SMILES string, predict its toxicity properties. Task type varies by dataset: regression for continuous values (e.g., LD50, hERG inhibition percentage) or binary classification for toxic/non-toxic outcomes (e.g., AMES mutagenicity, cardiotoxicity, hepatotoxicity). Dataset: ld50_zhu. (1) The compound is CN(C)C(=O)Oc1c(Cl)c(Cl)cc2[nH]c(C(F)(F)F)nc12. The rat oral LD50 is 3.92, given as -log10 of the dose in mol/kg body weight (higher means more acutely toxic). (2) The drug is COC(=O)C1CCc2cc(C3CCCCC3)ccc21. The rat oral LD50 is 3.01, given as -log10 of the dose in mol/kg body weight (higher means more acutely toxic). (3) The compound is O=P(O)(O)Oc1c(Br)cc(Br)cc1-c1cc(Br)cc(Br)c1O. The rat oral LD50 is 3.61, given as -log10 of the dose in mol/kg body weight (higher means more acutely toxic). (4) The rat oral LD50 is 3.84, given as -log10 of the dose in mol/kg body weight (higher means more acutely toxic). The molecule is CC(C)(C)c1ccc2[nH]c(C(F)(F)F)nc2c1. (5) The drug is CCOP(=O)(OCC)SC1CS(=O)CC1Cl. The rat oral LD50 is 4.14, given as -log10 of the dose in mol/kg body weight (higher means more acutely toxic).